From a dataset of Catalyst prediction with 721,799 reactions and 888 catalyst types from USPTO. Predict which catalyst facilitates the given reaction. (1) Reactant: Cl[C:2]1C=CC=C(C(OO)=O)C=1.[C:12]([O:16][C:17]([N:19]1[CH2:24][CH2:23][N:22]([C:25]([C:27]2[CH:31]=[C:30]([C:32]3[CH:37]=[C:36](SC)[CH:35]=[CH:34][N:33]=3)[N:29]([C:40]3[CH:41]=[N:42][C:43]([O:46][CH3:47])=[CH:44][CH:45]=3)[N:28]=2)=[O:26])[CH2:21][CH2:20]1)=[O:18])([CH3:15])([CH3:14])[CH3:13].[S:48]([O-:52])([O-])(=[O:50])=S.[Na+].[Na+].C(=O)([O-])O.[Na+]. Product: [C:12]([O:16][C:17]([N:19]1[CH2:24][CH2:23][N:22]([C:25]([C:27]2[CH:31]=[C:30]([C:32]3[CH:37]=[C:36]([S:48]([CH3:2])(=[O:52])=[O:50])[CH:35]=[CH:34][N:33]=3)[N:29]([C:40]3[CH:41]=[N:42][C:43]([O:46][CH3:47])=[CH:44][CH:45]=3)[N:28]=2)=[O:26])[CH2:21][CH2:20]1)=[O:18])([CH3:15])([CH3:13])[CH3:14]. The catalyst class is: 2. (2) Reactant: Br[C:2]1[C:7]2[N:8]=[C:9]([C:11]3[C:16]([Cl:17])=[CH:15][CH:14]=[CH:13][C:12]=3[Cl:18])[NH:10][C:6]=2[CH:5]=[CH:4][N:3]=1.[S:19]1[C:23]([C:24]([NH2:26])=[O:25])=[CH:22][N:21]=[CH:20]1.CC1(C)C2C(=C(P(C3C=CC=CC=3)C3C=CC=CC=3)C=CC=2)OC2C(P(C3C=CC=CC=3)C3C=CC=CC=3)=CC=CC1=2.C([O-])([O-])=O.[Cs+].[Cs+]. Product: [Cl:18][C:12]1[CH:13]=[CH:14][CH:15]=[C:16]([Cl:17])[C:11]=1[C:9]1[NH:8][C:7]2[C:2]([NH:26][C:24]([C:23]3[S:19][CH:20]=[N:21][CH:22]=3)=[O:25])=[N:3][CH:4]=[CH:5][C:6]=2[N:10]=1. The catalyst class is: 102. (3) Reactant: [CH3:1][C:2]1[C:10]2[C:9]([CH2:11][N:12]3[C:16]4[CH:17]=[CH:18][CH:19]=[CH:20][C:15]=4[NH:14][C:13]3=[O:21])=[CH:8][S:7][C:6]=2[CH:5]=[CH:4][CH:3]=1.[Br:22][CH2:23][CH2:24]O.C1(P(C2C=CC=CC=2)C2C=CC=CC=2)C=CC=CC=1.CC(OC(/N=N/C(OC(C)C)=O)=O)C. Product: [Br:22][CH2:23][CH2:24][N:14]1[C:15]2[CH:20]=[CH:19][CH:18]=[CH:17][C:16]=2[N:12]([CH2:11][C:9]2[C:10]3[C:2]([CH3:1])=[CH:3][CH:4]=[CH:5][C:6]=3[S:7][CH:8]=2)[C:13]1=[O:21]. The catalyst class is: 1. (4) Reactant: [O:1]1[CH2:6][CH:5]=[C:4]([C:7]2[CH:8]=[CH:9][C:10]3[NH:15][C:14](=[O:16])[CH2:13][N:12]([C:17]([NH:19][CH:20]([C:24]4[CH:29]=[CH:28][C:27]([O:30][C:31]([F:34])([F:33])[F:32])=[CH:26][CH:25]=4)[CH2:21][O:22][CH3:23])=[O:18])[C:11]=3[N:35]=2)[CH2:3][CH2:2]1.C([O-])=O.[NH4+]. Product: [CH3:23][O:22][CH2:21][CH:20]([NH:19][C:17]([N:12]1[CH2:13][C:14](=[O:16])[NH:15][C:10]2[CH:9]=[CH:8][C:7]([CH:4]3[CH2:3][CH2:2][O:1][CH2:6][CH2:5]3)=[N:35][C:11]1=2)=[O:18])[C:24]1[CH:29]=[CH:28][C:27]([O:30][C:31]([F:34])([F:33])[F:32])=[CH:26][CH:25]=1. The catalyst class is: 5. (5) Reactant: [CH2:1]1[NH:6][CH2:5][CH2:4][N:3]2[C:7](=[O:14])[C:8]3[CH:13]=[N:12][CH:11]=[CH:10][C:9]=3[CH:2]12.CCN(C(C)C)C(C)C.[Br:24][C:25]1[CH:30]=[C:29]([C:31]([F:34])([F:33])[F:32])[CH:28]=[CH:27][C:26]=1[S:35](Cl)(=[O:37])=[O:36]. Product: [Br:24][C:25]1[CH:30]=[C:29]([C:31]([F:33])([F:32])[F:34])[CH:28]=[CH:27][C:26]=1[S:35]([N:6]1[CH2:5][CH2:4][N:3]2[C:7](=[O:14])[C:8]3[CH:13]=[N:12][CH:11]=[CH:10][C:9]=3[CH:2]2[CH2:1]1)(=[O:37])=[O:36]. The catalyst class is: 4. (6) Reactant: Cl[C:2]1[CH:11]=[CH:10][C:5]([C:6]([O:8][CH3:9])=[O:7])=[CH:4][N:3]=1.[NH:12]1[CH2:17][CH2:16][NH:15][CH2:14][CH2:13]1. Product: [N:12]1([C:2]2[CH:11]=[CH:10][C:5]([C:6]([O:8][CH3:9])=[O:7])=[CH:4][N:3]=2)[CH2:17][CH2:16][NH:15][CH2:14][CH2:13]1. The catalyst class is: 58. (7) Reactant: [CH:1]1N=[CH:4][N:3]([C:6]([N:8]2[CH:12]=[N:11][CH:10]=[CH:9]2)=[O:7])[CH:2]=1.[F:13][C:14]([F:26])([F:25])[C:15]1[CH:16]=[N:17][C:18]2CCNC[C:23]=2[CH:24]=1. Product: [N:8]1([C:6]([N:3]2[CH2:2][CH2:1][C:18]3[N:17]=[CH:16][C:15]([C:14]([F:26])([F:25])[F:13])=[CH:24][C:23]=3[CH2:4]2)=[O:7])[CH:9]=[CH:10][N:11]=[CH:12]1. The catalyst class is: 76.